This data is from Reaction yield outcomes from USPTO patents with 853,638 reactions. The task is: Predict the reaction yield, written as a fraction of the theoretical maximum amount of product (1.0 means a 100% yield; for example, 0.34 means a 34% yield). (1) The reactants are [Cl:1][C:2]1[CH:3]=[N+:4]([O-:27])[CH:5]=[C:6]([Cl:26])[C:7]=1[CH2:8][C@@H:9]([C:11]1[CH:16]=[CH:15][C:14]([O:17][CH:18]([F:20])[F:19])=[C:13]([O:21][CH2:22][CH:23]2[CH2:25][CH2:24]2)[CH:12]=1)[OH:10].[C:28]([O:31][C:32]1[CH:33]=[C:34]([CH:38]=[C:39]([N:41]([CH2:46][CH2:47][N:48]2[CH2:53][CH2:52][O:51][CH2:50][CH2:49]2)[S:42]([CH3:45])(=[O:44])=[O:43])[CH:40]=1)[C:35](O)=[O:36])(=[O:30])[CH3:29].C(Cl)CCl. The catalyst is CN(C1C=CN=CC=1)C.CN(C=O)C.O.C(OCC)(=O)C. The product is [C:28]([O:31][C:32]1[CH:33]=[C:34]([CH:38]=[C:39]([N:41]([CH2:46][CH2:47][N:48]2[CH2:49][CH2:50][O:51][CH2:52][CH2:53]2)[S:42]([CH3:45])(=[O:43])=[O:44])[CH:40]=1)[C:35]([O:10][C@H:9]([C:11]1[CH:16]=[CH:15][C:14]([O:17][CH:18]([F:20])[F:19])=[C:13]([O:21][CH2:22][CH:23]2[CH2:25][CH2:24]2)[CH:12]=1)[CH2:8][C:7]1[C:6]([Cl:26])=[CH:5][N+:4]([O-:27])=[CH:3][C:2]=1[Cl:1])=[O:36])(=[O:30])[CH3:29]. The yield is 0.800. (2) The reactants are O=[CH:2][CH2:3][C@@H:4]([NH:13][C:14]1[CH:19]=[CH:18][C:17]([S:20]([NH2:23])(=[O:22])=[O:21])=[CH:16][C:15]=1[S:24]([C:27]([F:30])([F:29])[F:28])(=[O:26])=[O:25])[CH2:5][S:6][C:7]1[CH:12]=[CH:11][CH:10]=[CH:9][CH:8]=1.[Si:31]([O:38][CH2:39][CH2:40][NH:41][CH2:42][CH3:43])([C:34]([CH3:37])([CH3:36])[CH3:35])([CH3:33])[CH3:32].C(O[BH-](OC(=O)C)OC(=O)C)(=O)C.[Na+]. The catalyst is ClCCCl. The product is [Si:31]([O:38][CH2:39][CH2:40][N:41]([CH2:42][CH3:43])[CH2:2][CH2:3][C@@H:4]([NH:13][C:14]1[CH:19]=[CH:18][C:17]([S:20]([NH2:23])(=[O:22])=[O:21])=[CH:16][C:15]=1[S:24]([C:27]([F:29])([F:30])[F:28])(=[O:26])=[O:25])[CH2:5][S:6][C:7]1[CH:12]=[CH:11][CH:10]=[CH:9][CH:8]=1)([C:34]([CH3:37])([CH3:36])[CH3:35])([CH3:33])[CH3:32]. The yield is 0.620. (3) The reactants are CN(C)[CH:3]=[O:4].ClCCCl.P(Cl)(Cl)(Cl)=O.[CH3:15][C:16]1[C:20]([CH3:21])=[CH:19][NH:18][CH:17]=1. The yield is 0.500. The product is [CH3:15][C:16]1[C:20]([CH3:21])=[CH:19][NH:18][C:17]=1[CH:3]=[O:4]. No catalyst specified. (4) The reactants are C1(P(C2C=CC=CC=2)C2C=CC=CC=2)C=CC=CC=1.O1CCCC1.Br[C:26]1[N:34]2[C:29]([CH:30]=[N:31][C:32]([S:35][CH3:36])=[N:33]2)=[CH:28][CH:27]=1.[OH:37][C:38]1[CH:43]=[CH:42][CH:41]=[CH:40][C:39]=1B(O)O.C(=O)([O-])[O-].[Na+].[Na+].C(O)C. The catalyst is [Cl-].[Na+].O.C([O-])(=O)C.[Pd+2].C([O-])(=O)C. The product is [CH3:36][S:35][C:32]1[N:31]=[CH:30][C:29]2=[CH:28][CH:27]=[C:26]([C:39]3[CH:40]=[CH:41][CH:42]=[CH:43][C:38]=3[OH:37])[N:34]2[N:33]=1. The yield is 0.940. (5) The reactants are CN(C)C=O.[H-].[Na+].[CH3:8][O:9][C:10]1[CH:11]=[C:12]2[C:17](=[CH:18][C:19]=1[O:20][CH3:21])[N:16]=[CH:15][N:14]=[C:13]2[O:22][C:23]1[CH:28]=[CH:27][C:26]([NH:29][C:30](=[O:38])[O:31][CH:32]2[CH2:37][CH2:36][CH2:35][CH2:34][CH2:33]2)=[CH:25][CH:24]=1.[CH2:39](I)[CH3:40]. The catalyst is O. The product is [CH3:8][O:9][C:10]1[CH:11]=[C:12]2[C:17](=[CH:18][C:19]=1[O:20][CH3:21])[N:16]=[CH:15][N:14]=[C:13]2[O:22][C:23]1[CH:24]=[CH:25][C:26]([N:29]([CH2:39][CH3:40])[C:30](=[O:38])[O:31][CH:32]2[CH2:33][CH2:34][CH2:35][CH2:36][CH2:37]2)=[CH:27][CH:28]=1. The yield is 0.930. (6) The yield is 0.530. The catalyst is CO.[Pd]. The reactants are [C:1]([O:5][C:6]([N:8]1[CH2:11][CH:10]([O:12][C:13]2[CH:14]=[C:15]3[C:24](=[CH:25][C:26]=2[C:27]([CH3:29])=[CH2:28])[O:23][CH2:22][C:21]2[N:16]3[CH:17]([CH3:31])[C:18](=[O:30])[NH:19][N:20]=2)[CH2:9]1)=[O:7])([CH3:4])([CH3:3])[CH3:2]. The product is [C:1]([O:5][C:6]([N:8]1[CH2:11][CH:10]([O:12][C:13]2[CH:14]=[C:15]3[C:24](=[CH:25][C:26]=2[CH:27]([CH3:28])[CH3:29])[O:23][CH2:22][C:21]2[N:16]3[CH:17]([CH3:31])[C:18](=[O:30])[NH:19][N:20]=2)[CH2:9]1)=[O:7])([CH3:4])([CH3:3])[CH3:2]. (7) The reactants are C(N([P:8]([N:12]([CH:16]([CH3:18])[CH3:17])[CH:13]([CH3:15])[CH3:14])(Cl)([O-:10])[O-:9])C(C)C)(C)C.[O:19]([CH2:26][C:27]([NH:29][C:30]1[NH:31][C:32](=[O:70])[C:33]2[N:34]=[CH:35][N:36]([C:68]=2[N:69]=1)[C@@H:37]1[O:67][C@H:41]([CH2:42][O:43][C:44]([C:61]2[CH:66]=[CH:65][CH:64]=[CH:63][CH:62]=2)([C:53]2[CH:58]=[CH:57][C:56]([O:59][CH3:60])=[CH:55][CH:54]=2)[C:45]2[CH:50]=[CH:49][C:48]([O:51][CH3:52])=[CH:47][CH:46]=2)[C@@H:39]([OH:40])[CH2:38]1)=[O:28])[C:20]1[CH:25]=[CH:24][CH:23]=[CH:22][CH:21]=1.C(N(C(C)C)C(C)C)C.[C:80]([O:83][C@@H:84]1[C@@H:94]([O:95][C:96](=[O:98])[CH3:97])[C@H:93]([O:99][C:100](=[O:102])[CH3:101])[C@@H:92]([CH2:103][O:104][C:105](=[O:107])[CH3:106])[O:91][C@H:85]1[O:86][CH2:87][CH2:88][CH2:89]O)(=[O:82])[CH3:81].N1C=NN=N1. The catalyst is ClCCl. The product is [O:19]([CH2:26][C:27]([NH:29][C:30]1[NH:31][C:32](=[O:70])[C:33]2[N:34]=[CH:35][N:36]([C:68]=2[N:69]=1)[C@@H:37]1[O:67][C@H:41]([CH2:42][O:43][C:44]([C:61]2[CH:66]=[CH:65][CH:64]=[CH:63][CH:62]=2)([C:45]2[CH:50]=[CH:49][C:48]([O:51][CH3:52])=[CH:47][CH:46]=2)[C:53]2[CH:54]=[CH:55][C:56]([O:59][CH3:60])=[CH:57][CH:58]=2)[C@@H:39]([O:40][P:8]([N:12]([CH:13]([CH3:14])[CH3:15])[CH:16]([CH3:17])[CH3:18])([O:9][CH2:89][CH2:88][CH2:87][O:86][C@@H:85]2[O:91][C@H:92]([CH2:103][O:104][C:105](=[O:107])[CH3:106])[C@@H:93]([O:99][C:100](=[O:102])[CH3:101])[C@H:94]([O:95][C:96](=[O:98])[CH3:97])[C@H:84]2[O:83][C:80](=[O:82])[CH3:81])=[O:10])[CH2:38]1)=[O:28])[C:20]1[CH:21]=[CH:22][CH:23]=[CH:24][CH:25]=1. The yield is 0.621.